Dataset: Reaction yield outcomes from USPTO patents with 853,638 reactions. Task: Predict the reaction yield, written as a fraction of the theoretical maximum amount of product (1.0 means a 100% yield; for example, 0.34 means a 34% yield). (1) The reactants are F[C:2]1[N:9]=[C:8]([NH:10][C:11]2[CH:15]=[C:14]([O:16][CH:17]([CH3:19])[CH3:18])[NH:13][N:12]=2)[C:7]([F:20])=[CH:6][C:3]=1[C:4]#[N:5].CCN(C(C)C)C(C)C.[F:30][C:31]1[CH:32]=[CH:33][C:34]([C@@H:37]([NH2:39])[CH3:38])=[N:35][CH:36]=1. The catalyst is CCCCO.O. The product is [F:20][C:7]1[C:8]([NH:10][C:11]2[CH:15]=[C:14]([O:16][CH:17]([CH3:19])[CH3:18])[NH:13][N:12]=2)=[N:9][C:2]([NH:39][C@H:37]([C:34]2[CH:33]=[CH:32][C:31]([F:30])=[CH:36][N:35]=2)[CH3:38])=[C:3]([CH:6]=1)[C:4]#[N:5]. The yield is 0.580. (2) The reactants are [H-].[Na+].[Br:3][C:4]1[CH:8]=[CH:7][NH:6][C:5]=1[C:9]([O:11][CH2:12][CH3:13])=[O:10].[N+:14](C1C=C([N+]([O-])=O)C=CC=1ON)([O-])=O.O. The catalyst is CN(C=O)C. The product is [NH2:14][N:6]1[CH:7]=[CH:8][C:4]([Br:3])=[C:5]1[C:9]([O:11][CH2:12][CH3:13])=[O:10]. The yield is 0.890. (3) The yield is 0.500. The reactants are [NH:1]1[C:5]2[CH:6]=[CH:7][C:8]([C:10]([OH:12])=O)=[CH:9][C:4]=2[N:3]=[CH:2]1.[CH2:13]([C:20]1[CH:33]=[CH:32][C:23]2[C@@H:24]3[C@H:29]([CH2:30][CH2:31][C:22]=2[CH:21]=1)[NH:28][CH2:27][CH2:26][CH2:25]3)[C:14]1[CH:19]=[CH:18][CH:17]=[CH:16][CH:15]=1.C1(CC2C=CC3[C@@H]4[C@H](CCC=3C=2)NCCC4)CCCCC1. No catalyst specified. The product is [NH:1]1[C:5]2[CH:6]=[CH:7][C:8]([C:10]([N:28]3[C@@H:29]4[C@@H:24]([C:23]5[CH:32]=[CH:33][C:20]([CH2:13][CH:14]6[CH2:15][CH2:16][CH2:17][CH2:18][CH2:19]6)=[CH:21][C:22]=5[CH2:31][CH2:30]4)[CH2:25][CH2:26][CH2:27]3)=[O:12])=[CH:9][C:4]=2[N:3]=[CH:2]1. (4) The yield is 0.810. The reactants are [CH2:1]([O:8][C:9]1([C:12]2[CH:17]=[CH:16][C:15]([C:18]#[C:19][C:20]3[CH:25]=[CH:24][C:23]([CH2:26][C:27]([O:29]C)=[O:28])=[CH:22][CH:21]=3)=[CH:14][CH:13]=2)[CH2:11][CH2:10]1)[C:2]1[CH:7]=[CH:6][CH:5]=[CH:4][CH:3]=1.[OH-].[Na+]. The product is [CH2:1]([O:8][C:9]1([C:12]2[CH:17]=[CH:16][C:15]([C:18]#[C:19][C:20]3[CH:21]=[CH:22][C:23]([CH2:26][C:27]([OH:29])=[O:28])=[CH:24][CH:25]=3)=[CH:14][CH:13]=2)[CH2:11][CH2:10]1)[C:2]1[CH:3]=[CH:4][CH:5]=[CH:6][CH:7]=1. The catalyst is C(O)C.O1CCCC1. (5) The reactants are [CH3:1][O:2][CH2:3][C:4](=[O:10])[CH2:5][C:6]([O:8][CH3:9])=[O:7].[H-].[Na+].Br[CH2:14][C:15]1[CH:20]=[CH:19][C:18]([C:21]2[C:22]([C:27]#[N:28])=[CH:23][CH:24]=[CH:25][CH:26]=2)=[CH:17][CH:16]=1. The catalyst is O1CCCC1. The product is [C:27]([C:22]1[CH:23]=[CH:24][CH:25]=[CH:26][C:21]=1[C:18]1[CH:17]=[CH:16][C:15]([CH2:14][CH:5]([C:4](=[O:10])[CH2:3][O:2][CH3:1])[C:6]([O:8][CH3:9])=[O:7])=[CH:20][CH:19]=1)#[N:28]. The yield is 0.980. (6) The reactants are O.O.[Sn](Cl)Cl.[CH3:6][C:7]([C:11]1[C:16]([C:17]([F:20])([F:19])[F:18])=[CH:15][C:14]([N+:21]([O-])=O)=[CH:13][N:12]=1)([CH3:10])[C:8]#[N:9].[OH-].[Na+]. The catalyst is CC(=O)OCC. The product is [NH2:21][C:14]1[CH:15]=[C:16]([C:17]([F:20])([F:18])[F:19])[C:11]([C:7]([CH3:10])([CH3:6])[C:8]#[N:9])=[N:12][CH:13]=1. The yield is 0.407.